This data is from Forward reaction prediction with 1.9M reactions from USPTO patents (1976-2016). The task is: Predict the product of the given reaction. (1) Given the reactants [Cl:1][C:2]1[N:7]=[C:6](Cl)[CH:5]=[CH:4][N:3]=1.CCN(C(C)C)C(C)C.[F:18][C:19]1[CH:25]=[CH:24][C:23]([CH3:26])=[CH:22][C:20]=1[NH2:21], predict the reaction product. The product is: [F:18][C:19]1[CH:25]=[CH:24][C:23]([CH3:26])=[CH:22][C:20]=1[NH:21][C:6]1[CH:5]=[CH:4][N:3]=[C:2]([Cl:1])[N:7]=1. (2) Given the reactants [C:1]([O:5][C:6]([N:8]1[CH2:13][CH2:12][CH:11]([N:14]([C:22](=[O:27])[C:23](Br)([F:25])[F:24])[C:15]2[CH:20]=[CH:19][CH:18]=[CH:17][C:16]=2I)[CH2:10][CH2:9]1)=[O:7])([CH3:4])([CH3:3])[CH3:2], predict the reaction product. The product is: [C:1]([O:5][C:6]([N:8]1[CH2:13][CH2:12][CH:11]([N:14]2[C:15]3[C:20](=[CH:19][CH:18]=[CH:17][CH:16]=3)[C:23]([F:25])([F:24])[C:22]2=[O:27])[CH2:10][CH2:9]1)=[O:7])([CH3:4])([CH3:3])[CH3:2]. (3) Given the reactants [NH:1]1[C:5]2=[N:6][CH:7]=[CH:8][CH:9]=[C:4]2[CH:3]=[CH:2]1.[H-].[Na+].CS(O[C@H:17]1[CH2:20][C@@H:19]([NH:21][C:22]([O:24][C:25]([CH3:28])([CH3:27])[CH3:26])=[O:23])[CH2:18]1)(=O)=O, predict the reaction product. The product is: [C:25]([O:24][C:22](=[O:23])[NH:21][C@H:19]1[CH2:18][C@H:17]([N:1]2[C:5]3=[N:6][CH:7]=[CH:8][CH:9]=[C:4]3[CH:3]=[CH:2]2)[CH2:20]1)([CH3:28])([CH3:26])[CH3:27]. (4) Given the reactants [CH2:1]([O:3][C:4]1[CH:5]=[C:6]([CH:10]=[CH:11][N:12]=1)[C:7]([OH:9])=O)[CH3:2].CN(C(ON1N=NC2C=CC=NC1=2)=[N+](C)C)C.F[P-](F)(F)(F)(F)F.C(N(C(C)C)C(C)C)C.[O:46]1[CH2:51][CH2:50][O:49][CH2:48][CH:47]1[C:52]1[C:60]2[S:59][C:58]([NH2:61])=[N:57][C:56]=2[C:55]([O:62][CH3:63])=[CH:54][CH:53]=1, predict the reaction product. The product is: [O:46]1[CH2:51][CH2:50][O:49][CH2:48][CH:47]1[C:52]1[C:60]2[S:59][C:58]([NH:61][C:7](=[O:9])[C:6]3[CH:10]=[CH:11][N:12]=[C:4]([O:3][CH2:1][CH3:2])[CH:5]=3)=[N:57][C:56]=2[C:55]([O:62][CH3:63])=[CH:54][CH:53]=1.